Dataset: Full USPTO retrosynthesis dataset with 1.9M reactions from patents (1976-2016). Task: Predict the reactants needed to synthesize the given product. (1) Given the product [CH:1]1([N:4]([CH2:32][C:33]2[CH:34]=[C:35]([CH:44]=[C:45]([CH2:47][CH2:48][CH2:49][O:50][CH3:51])[CH:46]=2)[O:36][CH2:37][C@@H:38]2[CH2:40][C@H:39]2[C:41]([O:43][CH3:54])=[O:42])[C:5]([C@@H:7]2[C@@H:12]([C:13]3[CH:14]=[CH:15][C:16]([O:19][CH2:20][CH2:21][O:22][C:23]4[C:28]([Cl:29])=[CH:27][C:26]([CH3:30])=[CH:25][C:24]=4[Cl:31])=[CH:17][CH:18]=3)[CH2:11][CH2:10][NH:9][CH2:8]2)=[O:6])[CH2:3][CH2:2]1, predict the reactants needed to synthesize it. The reactants are: [CH:1]1([N:4]([CH2:32][C:33]2[CH:34]=[C:35]([CH:44]=[C:45]([CH2:47][CH2:48][CH2:49][O:50][CH3:51])[CH:46]=2)[O:36][CH2:37][C@@H:38]2[CH2:40][C@H:39]2[C:41]([OH:43])=[O:42])[C:5]([C@@H:7]2[C@@H:12]([C:13]3[CH:18]=[CH:17][C:16]([O:19][CH2:20][CH2:21][O:22][C:23]4[C:28]([Cl:29])=[CH:27][C:26]([CH3:30])=[CH:25][C:24]=4[Cl:31])=[CH:15][CH:14]=3)[CH2:11][CH2:10][NH:9][CH2:8]2)=[O:6])[CH2:3][CH2:2]1.[N+](=[CH2:54])=[N-]. (2) Given the product [CH3:14][O:15][C:16]1[C:17]([CH3:31])=[C:18]2[C:23](=[CH:24][C:25]=1[CH3:26])[NH:22][C:21]1([CH2:27][CH2:28][CH2:29]1)[CH2:20][CH2:19]2, predict the reactants needed to synthesize it. The reactants are: [BH4-].[Na+].FC(F)(F)C(O)=O.C(O)(=O)C.[CH3:14][O:15][C:16]1[C:17]([CH3:31])=[C:18]2[C:23](=[CH:24][C:25]=1[CH3:26])[NH:22][C:21]1([CH2:29][CH2:28][CH2:27]1)[CH2:20][CH:19]2O.